Dataset: Reaction yield outcomes from USPTO patents with 853,638 reactions. Task: Predict the reaction yield, written as a fraction of the theoretical maximum amount of product (1.0 means a 100% yield; for example, 0.34 means a 34% yield). (1) The reactants are C(OC([NH:8][C:9]([NH:11][C:12](=[O:34])[CH2:13][O:14][CH2:15][C:16]1[N:17]=[C:18]2[CH:23]=[CH:22][CH:21]=[CH:20][N:19]2[C:24]=1[C:25]#[C:26][C:27]1[CH:32]=[CH:31][C:30]([F:33])=[CH:29][CH:28]=1)=[NH:10])=O)(C)(C)C.[ClH:35]. The catalyst is C(O)C.O1CCOCC1. The product is [ClH:35].[C:9]([NH:11][C:12](=[O:34])[CH2:13][O:14][CH2:15][C:16]1[N:17]=[C:18]2[CH:23]=[CH:22][CH:21]=[CH:20][N:19]2[C:24]=1[C:25]#[C:26][C:27]1[CH:32]=[CH:31][C:30]([F:33])=[CH:29][CH:28]=1)(=[NH:8])[NH2:10]. The yield is 0.520. (2) The reactants are Br[C:2]1[C:3]2[C:8]([C:9]([C:16]3[CH:21]=[CH:20][C:19]([CH:22]=[CH:23][C:24]4[CH:29]=[CH:28][CH:27]=[CH:26][CH:25]=4)=[CH:18][CH:17]=3)=[C:10]3[C:15]=1[CH:14]=[CH:13][CH:12]=[CH:11]3)=[CH:7][CH:6]=[CH:5][CH:4]=2.[C:30]1([C:36]([C:47]2[CH:52]=[CH:51][CH:50]=[CH:49][CH:48]=2)=[CH:37][C:38]2[CH:43]=[CH:42][C:41](B(O)O)=[CH:40][CH:39]=2)[CH:35]=[CH:34][CH:33]=[CH:32][CH:31]=1.C(=O)([O-])[O-].[Na+].[Na+]. The catalyst is [Pd].C1(P(C2C=CC=CC=2)C2C=CC=CC=2)C=CC=CC=1.C1(P(C2C=CC=CC=2)C2C=CC=CC=2)C=CC=CC=1.C1(P(C2C=CC=CC=2)C2C=CC=CC=2)C=CC=CC=1.C1(P(C2C=CC=CC=2)C2C=CC=CC=2)C=CC=CC=1.C1(C)C=CC=CC=1. The product is [C:30]1([C:36]([C:47]2[CH:52]=[CH:51][CH:50]=[CH:49][CH:48]=2)=[CH:37][C:38]2[CH:43]=[CH:42][C:41]([C:2]3[C:3]4[C:8]([C:9]([C:16]5[CH:21]=[CH:20][C:19]([CH:22]=[CH:23][C:24]6[CH:29]=[CH:28][CH:27]=[CH:26][CH:25]=6)=[CH:18][CH:17]=5)=[C:10]5[C:15]=3[CH:14]=[CH:13][CH:12]=[CH:11]5)=[CH:7][CH:6]=[CH:5][CH:4]=4)=[CH:40][CH:39]=2)[CH:35]=[CH:34][CH:33]=[CH:32][CH:31]=1. The yield is 0.880. (3) The reactants are Cl[C:2]1[CH:7]=[CH:6][N:5]=[C:4]([C:8]2[CH:13]=[CH:12][CH:11]=[CH:10][CH:9]=2)[CH:3]=1.P([O-])([O-])([O-])=O.[K+].[K+].[K+].[CH3:22][C:23]1(C)[C:27](C)(C)OB(C(C)=C)O1. The catalyst is C1(C)C=CC=CC=1.O.C1C=CC(/C=C/C(/C=C/C2C=CC=CC=2)=O)=CC=1.C1C=CC(/C=C/C(/C=C/C2C=CC=CC=2)=O)=CC=1.C1C=CC(/C=C/C(/C=C/C2C=CC=CC=2)=O)=CC=1.[Pd].[Pd].COC1C=CC=C(OC)C=1C1C=CC=CC=1P(C1CCCCC1)C1CCCCC1. The product is [C:8]1([C:4]2[CH:3]=[C:2]([C:23]([CH3:27])=[CH2:22])[CH:7]=[CH:6][N:5]=2)[CH:13]=[CH:12][CH:11]=[CH:10][CH:9]=1. The yield is 0.900. (4) The reactants are [OH-].[K+].[CH2:3]([O:6][C:7]1[CH:16]=[C:15]([O:17][CH2:18][CH:19]=[CH2:20])[C:14]([CH:21]([CH3:23])[CH3:22])=[CH:13][C:8]=1[C:9]([O:11]C)=[O:10])[CH:4]=[CH2:5]. The catalyst is CO.O. The product is [CH2:3]([O:6][C:7]1[CH:16]=[C:15]([O:17][CH2:18][CH:19]=[CH2:20])[C:14]([CH:21]([CH3:23])[CH3:22])=[CH:13][C:8]=1[C:9]([OH:11])=[O:10])[CH:4]=[CH2:5]. The yield is 0.980. (5) The reactants are O=C(Cl)[O:3][C:4](Cl)(Cl)Cl.[NH2:9][C:10]1[CH:44]=[CH:43][C:13]([O:14][C:15]2[CH:20]=[CH:19][N:18]=[C:17]3[CH:21]=[C:22]([C:24]4[N:29]=[CH:28][C:27]([CH2:30][N:31]([CH2:39][CH2:40][O:41][CH3:42])[C:32](=[O:38])[O:33][C:34]([CH3:37])([CH3:36])[CH3:35])=[CH:26][CH:25]=4)[S:23][C:16]=23)=[C:12]([F:45])[CH:11]=1.[C:46]1([N:52]2[CH2:56][CH2:55][NH:54][C:53]2=[S:57])[CH:51]=[CH:50][CH:49]=[CH:48][CH:47]=1.[H-].[Na+]. The catalyst is C1COCC1.CCOC(C)=O. The product is [F:45][C:12]1[CH:11]=[C:10]([NH:9][C:4]([N:54]2[CH2:55][CH2:56][N:52]([C:46]3[CH:51]=[CH:50][CH:49]=[CH:48][CH:47]=3)[C:53]2=[S:57])=[O:3])[CH:44]=[CH:43][C:13]=1[O:14][C:15]1[CH:20]=[CH:19][N:18]=[C:17]2[CH:21]=[C:22]([C:24]3[N:29]=[CH:28][C:27]([CH2:30][N:31]([CH2:39][CH2:40][O:41][CH3:42])[C:32](=[O:38])[O:33][C:34]([CH3:37])([CH3:36])[CH3:35])=[CH:26][CH:25]=3)[S:23][C:16]=12. The yield is 0.245. (6) The reactants are [CH3:1][O:2][C:3]1[C:4]([CH3:10])=[C:5]([CH:7]=[CH:8][CH:9]=1)[NH2:6].[C:11](O[C:11]([O:13][C:14]([CH3:17])([CH3:16])[CH3:15])=[O:12])([O:13][C:14]([CH3:17])([CH3:16])[CH3:15])=[O:12]. The catalyst is C1COCC1. The product is [C:14]([O:13][C:11]([NH:6][C:5]1[CH:7]=[CH:8][CH:9]=[C:3]([O:2][CH3:1])[C:4]=1[CH3:10])=[O:12])([CH3:17])([CH3:16])[CH3:15]. The yield is 0.840. (7) The reactants are [NH2:1][C:2]1[N:3]=[C:4]([CH3:19])[C:5]2[CH:11]=[C:10](Br)[C:9](=[O:13])[N:8]([CH:14]3[CH2:18][CH2:17][CH2:16][CH2:15]3)[C:6]=2[N:7]=1.[OH:20][C:21]1[CH:22]=[C:23](B(O)O)[CH:24]=[CH:25][CH:26]=1.C(=O)([O-])[O-].[K+].[K+]. The catalyst is Cl[Pd](Cl)([P](C1C=CC=CC=1)(C1C=CC=CC=1)C1C=CC=CC=1)[P](C1C=CC=CC=1)(C1C=CC=CC=1)C1C=CC=CC=1.CN(C=O)C. The product is [NH2:1][C:2]1[N:3]=[C:4]([CH3:19])[C:5]2[CH:11]=[C:10]([C:25]3[CH:24]=[CH:23][CH:22]=[C:21]([OH:20])[CH:26]=3)[C:9](=[O:13])[N:8]([CH:14]3[CH2:18][CH2:17][CH2:16][CH2:15]3)[C:6]=2[N:7]=1. The yield is 0.790.